This data is from Reaction yield outcomes from USPTO patents with 853,638 reactions. The task is: Predict the reaction yield, written as a fraction of the theoretical maximum amount of product (1.0 means a 100% yield; for example, 0.34 means a 34% yield). (1) The reactants are N(C(OC(C)C)=O)=NC(OC(C)C)=O.[CH2:15]([N:22]([CH2:34][C@H:35](O)[CH3:36])[C:23]1[C:28]([NH:29][C:30](=[O:32])[CH3:31])=[CH:27][CH:26]=[C:25]([Br:33])[N:24]=1)[C:16]1[CH:21]=[CH:20][CH:19]=[CH:18][CH:17]=1.C1(P(C2C=CC=CC=2)C2C=CC=CC=2)C=CC=CC=1. The catalyst is C1COCC1. The product is [CH2:15]([N:22]1[CH2:34][C@H:35]([CH3:36])[N:29]([C:30](=[O:32])[CH3:31])[C:28]2[CH:27]=[CH:26][C:25]([Br:33])=[N:24][C:23]1=2)[C:16]1[CH:21]=[CH:20][CH:19]=[CH:18][CH:17]=1. The yield is 0.720. (2) The reactants are [Br:1][C:2]1[N:10]=[CH:9][CH:8]=[CH:7][C:3]=1[C:4]([OH:6])=[O:5].[CH3:11]C(O)=O. The catalyst is CCOCC.C1COCC1. The product is [Br:1][C:2]1[N:10]=[CH:9][CH:8]=[CH:7][C:3]=1[C:4]([O:6][CH3:11])=[O:5]. The yield is 0.750. (3) The reactants are [NH2:1][C:2]1[N:7]=[CH:6][N:5]=[C:4]([NH:8][C@H:9]([C:11]2[N:16]([C:17]3[CH:22]=[CH:21][CH:20]=[CH:19][CH:18]=3)[C:15](=[O:23])[C:14]3=[CH:24][CH:25]=[CH:26][N:13]3[N:12]=2)[CH3:10])[C:3]=1I.[F:28][C:29]1[CH:30]=[C:31](B(O)O)[CH:32]=[C:33]([OH:35])[CH:34]=1. No catalyst specified. The product is [NH2:1][C:2]1[N:7]=[CH:6][N:5]=[C:4]([NH:8][C@H:9]([C:11]2[N:16]([C:17]3[CH:22]=[CH:21][CH:20]=[CH:19][CH:18]=3)[C:15](=[O:23])[C:14]3=[CH:24][CH:25]=[CH:26][N:13]3[N:12]=2)[CH3:10])[C:3]=1[C:31]1[CH:32]=[C:33]([OH:35])[CH:34]=[C:29]([F:28])[CH:30]=1. The yield is 0.0300. (4) The reactants are [Cl:1][C:2]1[N:7]=[C:6](Cl)[C:5]([CH:9]=O)=[C:4]([Cl:11])[N:3]=1.Cl.[O:13]1[CH2:18][CH2:17][CH:16]([NH:19][NH2:20])[CH2:15][CH2:14]1. The catalyst is CCO. The product is [Cl:11][C:4]1[N:3]=[C:2]([Cl:1])[N:7]=[C:6]2[N:19]([CH:16]3[CH2:17][CH2:18][O:13][CH2:14][CH2:15]3)[N:20]=[CH:9][C:5]=12. The yield is 0.490. (5) The product is [CH3:1][C:2]1[N:7]=[C:6]2[S:8][C:9]3[CH2:14][CH2:13][CH2:12][CH2:11][C:10]=3[C:5]2=[C:4]([C:15]2[CH:20]=[CH:19][CH:18]=[C:17]([C:21]([F:24])([F:22])[F:23])[CH:16]=2)[C:3]=1[CH:25]([CH2:30][CH2:31][CH3:32])[C:26]([OH:28])=[O:27]. The yield is 0.560. The reactants are [CH3:1][C:2]1[N:7]=[C:6]2[S:8][C:9]3[CH2:14][CH2:13][CH2:12][CH2:11][C:10]=3[C:5]2=[C:4]([C:15]2[CH:20]=[CH:19][CH:18]=[C:17]([C:21]([F:24])([F:23])[F:22])[CH:16]=2)[C:3]=1[CH:25]([CH2:30][CH2:31][CH3:32])[C:26]([O:28]C)=[O:27].[OH-].[Na+]. The catalyst is CO.